From a dataset of Catalyst prediction with 721,799 reactions and 888 catalyst types from USPTO. Predict which catalyst facilitates the given reaction. (1) Reactant: O=C1C2C(=CC=CC=2)C(=O)[N:3]1[CH:12]([CH2:25][O:26][CH:27]([CH3:29])[CH3:28])[CH2:13][NH:14][C:15](=[O:24])[O:16][CH2:17][C:18]1[CH:23]=[CH:22][CH:21]=[CH:20][CH:19]=1.CN. Product: [NH2:3][CH:12]([CH2:25][O:26][CH:27]([CH3:29])[CH3:28])[CH2:13][NH:14][C:15](=[O:24])[O:16][CH2:17][C:18]1[CH:23]=[CH:22][CH:21]=[CH:20][CH:19]=1. The catalyst class is: 8. (2) Reactant: [O:1]1[CH:5]=[CH:4][CH:3]=[C:2]1[C:6]1[C:7]2[NH:15][N:14]=[N:13][C:8]=2[N:9]=[C:10]([NH2:12])[N:11]=1.Br[CH2:17][C:18]([O:20][CH2:21][CH3:22])=[O:19]. Product: [NH2:12][C:10]1[N:11]=[C:6]([C:2]2[O:1][CH:5]=[CH:4][CH:3]=2)[C:7]2[N:15]=[N:14][N:13]([CH2:17][C:18]([O:20][CH2:21][CH3:22])=[O:19])[C:8]=2[N:9]=1. The catalyst class is: 239. (3) Reactant: [CH3:1][CH2:2][Mg+].[Br-].CON(C)[C:8]([C:10]1[CH:24]=[CH:23][C:13]2[N:14]([CH:17]3[CH2:22][CH2:21][CH2:20][CH2:19][O:18]3)[CH:15]=[N:16][C:12]=2[CH:11]=1)=[O:9].[NH4+].[Cl-].O. Product: [O:18]1[CH2:19][CH2:20][CH2:21][CH2:22][CH:17]1[N:14]1[C:13]2[CH:23]=[CH:24][C:10]([C:8](=[O:9])[CH2:2][CH3:1])=[CH:11][C:12]=2[N:16]=[CH:15]1. The catalyst class is: 1.